From a dataset of NCI-60 drug combinations with 297,098 pairs across 59 cell lines. Regression. Given two drug SMILES strings and cell line genomic features, predict the synergy score measuring deviation from expected non-interaction effect. (1) Drug 1: C#CCC(CC1=CN=C2C(=N1)C(=NC(=N2)N)N)C3=CC=C(C=C3)C(=O)NC(CCC(=O)O)C(=O)O. Drug 2: B(C(CC(C)C)NC(=O)C(CC1=CC=CC=C1)NC(=O)C2=NC=CN=C2)(O)O. Cell line: U251. Synergy scores: CSS=27.7, Synergy_ZIP=0.468, Synergy_Bliss=1.56, Synergy_Loewe=1.93, Synergy_HSA=2.17. (2) Drug 1: CCC1=C2CN3C(=CC4=C(C3=O)COC(=O)C4(CC)O)C2=NC5=C1C=C(C=C5)O. Drug 2: CS(=O)(=O)OCCCCOS(=O)(=O)C. Cell line: HCT116. Synergy scores: CSS=44.8, Synergy_ZIP=-1.12, Synergy_Bliss=-2.75, Synergy_Loewe=-17.6, Synergy_HSA=-0.0669. (3) Drug 1: C1=CC(=CC=C1C#N)C(C2=CC=C(C=C2)C#N)N3C=NC=N3. Drug 2: C1C(C(OC1N2C=NC3=C(N=C(N=C32)Cl)N)CO)O. Cell line: NCI-H522. Synergy scores: CSS=15.1, Synergy_ZIP=2.23, Synergy_Bliss=2.13, Synergy_Loewe=-5.44, Synergy_HSA=-1.64. (4) Drug 1: CC1=C(C=C(C=C1)C(=O)NC2=CC(=CC(=C2)C(F)(F)F)N3C=C(N=C3)C)NC4=NC=CC(=N4)C5=CN=CC=C5. Drug 2: C1CN1C2=NC(=NC(=N2)N3CC3)N4CC4. Cell line: OVCAR3. Synergy scores: CSS=28.4, Synergy_ZIP=-0.139, Synergy_Bliss=3.24, Synergy_Loewe=-0.406, Synergy_HSA=2.02. (5) Drug 1: CC1OCC2C(O1)C(C(C(O2)OC3C4COC(=O)C4C(C5=CC6=C(C=C35)OCO6)C7=CC(=C(C(=C7)OC)O)OC)O)O. Drug 2: CC1C(C(=O)NC(C(=O)N2CCCC2C(=O)N(CC(=O)N(C(C(=O)O1)C(C)C)C)C)C(C)C)NC(=O)C3=C4C(=C(C=C3)C)OC5=C(C(=O)C(=C(C5=N4)C(=O)NC6C(OC(=O)C(N(C(=O)CN(C(=O)C7CCCN7C(=O)C(NC6=O)C(C)C)C)C)C(C)C)C)N)C. Cell line: OVCAR3. Synergy scores: CSS=26.7, Synergy_ZIP=-6.21, Synergy_Bliss=-1.50, Synergy_Loewe=-1.51, Synergy_HSA=-1.40. (6) Drug 1: CC1C(C(CC(O1)OC2CC(CC3=C2C(=C4C(=C3O)C(=O)C5=C(C4=O)C(=CC=C5)OC)O)(C(=O)CO)O)N)O.Cl. Drug 2: CC12CCC3C(C1CCC2O)C(CC4=C3C=CC(=C4)O)CCCCCCCCCS(=O)CCCC(C(F)(F)F)(F)F. Cell line: CCRF-CEM. Synergy scores: CSS=68.7, Synergy_ZIP=-8.74, Synergy_Bliss=-17.6, Synergy_Loewe=-27.5, Synergy_HSA=-16.0.